From a dataset of Peptide-MHC class II binding affinity with 134,281 pairs from IEDB. Regression. Given a peptide amino acid sequence and an MHC pseudo amino acid sequence, predict their binding affinity value. This is MHC class II binding data. (1) The peptide sequence is GELQCVDKIDAAFKI. The MHC is DRB1_0101 with pseudo-sequence DRB1_0101. The binding affinity (normalized) is 0.344. (2) The binding affinity (normalized) is 1.00. The MHC is DRB1_0802 with pseudo-sequence DRB1_0802. The peptide sequence is AGVIVMLIPTAIAFH. (3) The peptide sequence is ATMYYKDVTVSQVWF. The MHC is DRB1_1501 with pseudo-sequence DRB1_1501. The binding affinity (normalized) is 1.00. (4) The peptide sequence is FRNIVNMLHGVRDGL. The MHC is HLA-DPA10103-DPB10401 with pseudo-sequence HLA-DPA10103-DPB10401. The binding affinity (normalized) is 0.197. (5) The peptide sequence is IFKVAATAANAAPAN. The MHC is DRB1_0401 with pseudo-sequence DRB1_0401. The binding affinity (normalized) is 0.637. (6) The peptide sequence is LTSQFFLPALPVFTWL. The MHC is DRB1_0901 with pseudo-sequence DRB1_0901. The binding affinity (normalized) is 0.610. (7) The peptide sequence is EAAVKQAYAATVAAA. The MHC is HLA-DPA10201-DPB10501 with pseudo-sequence HLA-DPA10201-DPB10501. The binding affinity (normalized) is 0.274. (8) The binding affinity (normalized) is 0. The peptide sequence is REDQRGSGQVVTYALNTF. The MHC is DRB1_0101 with pseudo-sequence DRB1_0101.